This data is from Reaction yield outcomes from USPTO patents with 853,638 reactions. The task is: Predict the reaction yield, written as a fraction of the theoretical maximum amount of product (1.0 means a 100% yield; for example, 0.34 means a 34% yield). (1) The reactants are [CH3:1][C:2]1([CH3:14])[C:6](=[O:7])[C:5]2[CH:8]=[CH:9][C:10]([CH3:13])=[C:11]([CH3:12])[C:4]=2[O:3]1.[N+:15]([O-])([O-:17])=[O:16].[NH4+]. The catalyst is FC(F)(F)C(O)=O.C(Cl)(Cl)Cl. The product is [CH3:1][C:2]1([CH3:14])[C:6](=[O:7])[C:5]2[CH:8]=[C:9]([N+:15]([O-:17])=[O:16])[C:10]([CH3:13])=[C:11]([CH3:12])[C:4]=2[O:3]1. The yield is 0.840. (2) The reactants are [CH3:1][C:2]([O:7][C:8]1[CH:13]=[CH:12][C:11]([O:14][C:15]2[CH:20]=[CH:19][CH:18]=[C:17]([CH2:21][NH:22][C:23](=[O:36])[C:24]3[CH:29]=[CH:28][C:27]([C:30]([F:33])([F:32])[F:31])=[CH:26][C:25]=3[S:34][CH3:35])[CH:16]=2)=[CH:10][C:9]=1[CH3:37])([CH3:6])[C:3]([OH:5])=[O:4].ClC1C=C(C=CC=1)C(OO)=[O:43]. The catalyst is C(Cl)(Cl)Cl. The product is [CH3:35][S:34]([C:25]1[CH:26]=[C:27]([C:30]([F:32])([F:31])[F:33])[CH:28]=[CH:29][C:24]=1[C:23]([NH:22][CH2:21][C:17]1[CH:16]=[C:15]([CH:20]=[CH:19][CH:18]=1)[O:14][C:11]1[CH:12]=[CH:13][C:8]([O:7][C:2]([CH3:1])([CH3:6])[C:3]([OH:5])=[O:4])=[C:9]([CH3:37])[CH:10]=1)=[O:36])=[O:43]. The yield is 0.300. (3) The reactants are [Cl:1][C:2]1[CH:3]=[C:4]([NH:9][C:10]2[C:11]3[C:18]4[CH2:19][CH2:20][N:21]([C:23](=[O:38])/[CH:24]=[CH:25]/[C@@H:26]5[CH2:30][CH2:29][CH2:28][N:27]5C(OC(C)(C)C)=O)[CH2:22][C:17]=4[S:16][C:12]=3[N:13]=[CH:14][N:15]=2)[CH:5]=[CH:6][C:7]=1[F:8].Cl. The catalyst is CC(O)C.O1CCOCC1. The product is [Cl:1][C:2]1[CH:3]=[C:4]([NH:9][C:10]2[C:11]3[C:18]4[CH2:19][CH2:20][N:21]([C:23](=[O:38])/[CH:24]=[CH:25]/[C@@H:26]5[CH2:30][CH2:29][CH2:28][NH:27]5)[CH2:22][C:17]=4[S:16][C:12]=3[N:13]=[CH:14][N:15]=2)[CH:5]=[CH:6][C:7]=1[F:8]. The yield is 0.420. (4) The reactants are FC1[CH:3]=[C:4]2[C:8](=CC=1)[NH:7][C:6](=[O:11])[CH2:5]2.C[C:13]1(C)[C:17](C(O)=O)=[CH:16][NH:15][CH:14]1/[CH:21]=[C:22]1\[C:23](=[O:32])[NH:24][C:25]2[C:30]\1=[CH:29][C:28]([F:31])=[CH:27][CH:26]=2.CN(C([O:41]N1N=NC2C=CC=NC1=2)=[N+](C)C)C.F[P-](F)(F)(F)(F)F.[CH3:58][CH2:59][N:60](C(C)C)[CH:61]([CH3:63])[CH3:62]. The catalyst is CN(C=O)C. The product is [CH3:5][CH:4]1[CH:8]([N:60]2[CH:61]([CH3:63])[CH2:62][O:41][CH2:58][CH2:59]2)[N:7]([C:6](/[C:21](/[C:14]2[NH:15][CH:16]=[CH:17][CH:13]=2)=[C:22]2\[C:23](=[O:32])[NH:24][C:25]3[C:30]\2=[CH:29][C:28]([F:31])=[CH:27][CH:26]=3)=[O:11])[CH2:3]1. The yield is 0.920. (5) The reactants are [CH2:1]([NH2:4])[CH2:2][NH2:3].[F:5][C:6]1[CH:40]=[CH:39][CH:38]=[C:37]([O:41][CH3:42])[C:7]=1[CH2:8][N:9]1[CH2:14][C@H:13]([NH:15][C:16]([C:18]2[CH:19]=[C:20]3[C:24](=[CH:25][CH:26]=2)[NH:23][N:22]=[C:21]3[C:27]2[CH:32]=[CH:31][N:30]=[C:29]([CH3:33])[CH:28]=2)=[O:17])[CH2:12][CH2:11][C@H:10]1[C:34](O)=[O:35].C(N(CC)C(C)C)(C)C.CN(C(ON1N=NC2C=CC=NC1=2)=[N+](C)C)C.F[P-](F)(F)(F)(F)F. The catalyst is CN(C)C=O. The product is [NH2:3][CH2:2][CH2:1][NH:4][C:34]([C@H:10]1[N:9]([CH2:8][C:7]2[C:37]([O:41][CH3:42])=[CH:38][CH:39]=[CH:40][C:6]=2[F:5])[CH2:14][C@H:13]([NH:15][C:16]([C:18]2[CH:19]=[C:20]3[C:24](=[CH:25][CH:26]=2)[NH:23][N:22]=[C:21]3[C:27]2[CH:32]=[CH:31][N:30]=[C:29]([CH3:33])[CH:28]=2)=[O:17])[CH2:12][CH2:11]1)=[O:35]. The yield is 0.880. (6) The reactants are [Cl:1][C:2]1[CH:3]=[CH:4][C:5]([O:26]C)=[C:6]([C:8]2[C:12]([NH:13][C:14]([C:16]3[CH:17]=[N:18][N:19]4[CH:24]=[CH:23][CH:22]=[N:21][C:20]=34)=[O:15])=[CH:11][N:10]([CH3:25])[N:9]=2)[CH:7]=1.B(Br)(Br)Br. The catalyst is ClCCl. The product is [Cl:1][C:2]1[CH:3]=[CH:4][C:5]([OH:26])=[C:6]([C:8]2[C:12]([NH:13][C:14]([C:16]3[CH:17]=[N:18][N:19]4[CH:24]=[CH:23][CH:22]=[N:21][C:20]=34)=[O:15])=[CH:11][N:10]([CH3:25])[N:9]=2)[CH:7]=1. The yield is 1.00. (7) The reactants are [NH2:1][C@H:2]([C:7]([OH:9])=[O:8])[CH2:3][C:4](=[O:6])[NH2:5].C(N(CC)CC)C.[C:17]1([CH3:29])[CH:22]=[C:21]([CH3:23])[CH:20]=[C:19]([CH3:24])[C:18]=1[S:25](Cl)(=[O:27])=[O:26]. The catalyst is O1CCCC1.O. The product is [CH3:29][C:17]1[CH:22]=[C:21]([CH3:23])[CH:20]=[C:19]([CH3:24])[C:18]=1[S:25]([NH:1][C@H:2]([C:7]([OH:9])=[O:8])[CH2:3][C:4](=[O:6])[NH2:5])(=[O:26])=[O:27]. The yield is 0.720.